Predict the reactants needed to synthesize the given product. From a dataset of Full USPTO retrosynthesis dataset with 1.9M reactions from patents (1976-2016). (1) Given the product [Br:1][CH:36]([CH3:37])[C:35]([C:5]1[CH:6]=[C:7]([C:21]([NH:23][CH2:24][C:25]2[CH:26]=[CH:27][C:28]([S:31]([CH3:34])(=[O:32])=[O:33])=[CH:29][CH:30]=2)=[O:22])[C:8](=[O:20])[N:9]([C:10]2[CH:15]=[CH:14][CH:13]=[C:12]([C:16]([F:19])([F:18])[F:17])[CH:11]=2)[C:4]=1[CH3:3])=[O:38], predict the reactants needed to synthesize it. The reactants are: [Br:1]Br.[CH3:3][C:4]1[N:9]([C:10]2[CH:15]=[CH:14][CH:13]=[C:12]([C:16]([F:19])([F:18])[F:17])[CH:11]=2)[C:8](=[O:20])[C:7]([C:21]([NH:23][CH2:24][C:25]2[CH:30]=[CH:29][C:28]([S:31]([CH3:34])(=[O:33])=[O:32])=[CH:27][CH:26]=2)=[O:22])=[CH:6][C:5]=1[C:35](=[O:38])[CH2:36][CH3:37]. (2) The reactants are: [Cl:1][C:2]1[C:10]2[C:6](=[C:7]([C:14]3[CH:19]=[CH:18][C:17]([O:20]C)=[CH:16][CH:15]=3)[N:8]([CH:11]([CH3:13])[CH3:12])[N:9]=2)[CH:5]=[CH:4][CH:3]=1.B(Br)(Br)Br.C1CCCCC=1. Given the product [Cl:1][C:2]1[CH:3]=[CH:4][CH:5]=[C:6]2[C:10]=1[NH:9][N:8]([CH:11]([CH3:13])[CH3:12])[CH:7]2[C:14]1[CH:15]=[CH:16][C:17]([OH:20])=[CH:18][CH:19]=1, predict the reactants needed to synthesize it.